The task is: Regression. Given two drug SMILES strings and cell line genomic features, predict the synergy score measuring deviation from expected non-interaction effect.. This data is from NCI-60 drug combinations with 297,098 pairs across 59 cell lines. (1) Drug 1: COC1=C(C=C2C(=C1)N=CN=C2NC3=CC(=C(C=C3)F)Cl)OCCCN4CCOCC4. Drug 2: COC1=C2C(=CC3=C1OC=C3)C=CC(=O)O2. Cell line: UACC62. Synergy scores: CSS=20.2, Synergy_ZIP=-2.98, Synergy_Bliss=0.0433, Synergy_Loewe=-4.44, Synergy_HSA=0.355. (2) Synergy scores: CSS=20.2, Synergy_ZIP=2.30, Synergy_Bliss=0.639, Synergy_Loewe=-16.8, Synergy_HSA=-1.43. Cell line: UACC-257. Drug 1: CC1=C2C(C(=O)C3(C(CC4C(C3C(C(C2(C)C)(CC1OC(=O)C(C(C5=CC=CC=C5)NC(=O)OC(C)(C)C)O)O)OC(=O)C6=CC=CC=C6)(CO4)OC(=O)C)OC)C)OC. Drug 2: C1CCC(C1)C(CC#N)N2C=C(C=N2)C3=C4C=CNC4=NC=N3. (3) Drug 1: C1C(C(OC1N2C=NC3=C2NC=NCC3O)CO)O. Drug 2: CC1CCCC2(C(O2)CC(NC(=O)CC(C(C(=O)C(C1O)C)(C)C)O)C(=CC3=CSC(=N3)C)C)C. Cell line: RPMI-8226. Synergy scores: CSS=56.1, Synergy_ZIP=-0.182, Synergy_Bliss=-1.42, Synergy_Loewe=-27.6, Synergy_HSA=0.448. (4) Drug 1: COC1=C2C(=CC3=C1OC=C3)C=CC(=O)O2. Drug 2: C(CCl)NC(=O)N(CCCl)N=O. Cell line: SNB-75. Synergy scores: CSS=-0.0960, Synergy_ZIP=-1.20, Synergy_Bliss=-4.23, Synergy_Loewe=-4.32, Synergy_HSA=-4.42. (5) Drug 1: C1=NC2=C(N=C(N=C2N1C3C(C(C(O3)CO)O)O)F)N. Drug 2: C1CC(C1)(C(=O)O)C(=O)O.[NH2-].[NH2-].[Pt+2]. Cell line: HCC-2998. Synergy scores: CSS=16.6, Synergy_ZIP=-8.29, Synergy_Bliss=-6.88, Synergy_Loewe=-1.89, Synergy_HSA=-2.67.